Dataset: Catalyst prediction with 721,799 reactions and 888 catalyst types from USPTO. Task: Predict which catalyst facilitates the given reaction. (1) Product: [Cl:1][C:2]1[C:3]([N:8]2[CH2:9][CH2:10][N:11]([CH2:20][C:18]3[CH:17]=[N:16][N:15]([CH3:14])[CH:19]=3)[CH2:12][CH2:13]2)=[N:4][CH:5]=[CH:6][N:7]=1. Reactant: [Cl:1][C:2]1[C:3]([N:8]2[CH2:13][CH2:12][NH:11][CH2:10][CH2:9]2)=[N:4][CH:5]=[CH:6][N:7]=1.[CH3:14][N:15]1[CH:19]=[C:18]([CH:20]=O)[CH:17]=[N:16]1.C(O[BH-](OC(=O)C)OC(=O)C)(=O)C.[Na+]. The catalyst class is: 7. (2) Reactant: C[O:2][C:3]1[C:12]2[CH2:11][CH2:10][CH2:9][CH2:8][C:7]=2[C:6]([NH:13][C:14]2[CH:15]=[C:16]([CH:22]=[CH:23][CH:24]=2)[C:17]([O:19]CC)=[O:18])=[CH:5][N:4]=1.[OH-].[K+]. Product: [O:2]=[C:3]1[C:12]2[CH2:11][CH2:10][CH2:9][CH2:8][C:7]=2[C:6]([NH:13][C:14]2[CH:15]=[C:16]([CH:22]=[CH:23][CH:24]=2)[C:17]([OH:19])=[O:18])=[CH:5][NH:4]1. The catalyst class is: 8. (3) Reactant: C[O:2][C:3]1[CH:4]=[C:5]([C:10]([C@@H:12]2[C@:21]3([CH3:22])[C@H:16]([C:17]([CH3:24])([CH3:23])[CH2:18][CH2:19][CH2:20]3)[CH2:15][CH:14]([C:25]([NH2:27])=[O:26])[CH:13]2[CH3:28])=[O:11])[CH:6]=[C:7]([CH3:9])[CH:8]=1.B(Br)(Br)Br.CO. The catalyst class is: 2. Product: [OH:2][C:3]1[CH:4]=[C:5]([C:10]([C@@H:12]2[C@:21]3([CH3:22])[C@H:16]([C:17]([CH3:23])([CH3:24])[CH2:18][CH2:19][CH2:20]3)[CH2:15][CH:14]([C:25]([NH2:27])=[O:26])[C@H:13]2[CH3:28])=[O:11])[CH:6]=[C:7]([CH3:9])[CH:8]=1. (4) Reactant: [Br:1][C:2]1[CH:7]=[CH:6][C:5]([OH:8])=[C:4]([F:9])[CH:3]=1.O[CH:11]1[CH2:16][CH2:15][O:14][CH2:13][CH2:12]1.C1(P(C2C=CC=CC=2)C2C=CC=CC=2)C=CC=CC=1.CC(OC(/N=N/C(OC(C)C)=O)=O)C. Product: [Br:1][C:2]1[CH:7]=[CH:6][C:5]([O:8][CH:11]2[CH2:16][CH2:15][O:14][CH2:13][CH2:12]2)=[C:4]([F:9])[CH:3]=1. The catalyst class is: 1.